This data is from Peptide-MHC class II binding affinity with 134,281 pairs from IEDB. The task is: Regression. Given a peptide amino acid sequence and an MHC pseudo amino acid sequence, predict their binding affinity value. This is MHC class II binding data. (1) The peptide sequence is YDKFLANVSWVLTGK. The MHC is DRB1_0404 with pseudo-sequence DRB1_0404. The binding affinity (normalized) is 0.519. (2) The peptide sequence is TAAATAPADDKFTVF. The MHC is DRB1_0802 with pseudo-sequence DRB1_0802. The binding affinity (normalized) is 0.166. (3) The binding affinity (normalized) is 0.524. The MHC is DRB1_0101 with pseudo-sequence DRB1_0101. The peptide sequence is LRRELQSFTSDVKAA. (4) The peptide sequence is DVCGMFTNRSGSQQWR. The MHC is DRB1_1302 with pseudo-sequence DRB1_1302. The binding affinity (normalized) is 0.273. (5) The peptide sequence is MAFQEMENFLGPIAV. The MHC is DRB1_1301 with pseudo-sequence DRB1_1301. The binding affinity (normalized) is 0.460. (6) The peptide sequence is FKKWCGMLSTKSIDL. The MHC is HLA-DPA10201-DPB10101 with pseudo-sequence HLA-DPA10201-DPB10101. The binding affinity (normalized) is 0.360. (7) The MHC is DRB1_0802 with pseudo-sequence DRB1_0802. The binding affinity (normalized) is 0.293. The peptide sequence is VIPEGWKADTCYESK. (8) The peptide sequence is LSLAVSSAVPTSWVP. The MHC is HLA-DQA10201-DQB10303 with pseudo-sequence HLA-DQA10201-DQB10303. The binding affinity (normalized) is 0.560. (9) The peptide sequence is PSHIMSVLDMGQGIL. The binding affinity (normalized) is 0.894. The MHC is DRB4_0101 with pseudo-sequence DRB4_0103.